From a dataset of Reaction yield outcomes from USPTO patents with 853,638 reactions. Predict the reaction yield, written as a fraction of the theoretical maximum amount of product (1.0 means a 100% yield; for example, 0.34 means a 34% yield). (1) The reactants are [Br:1][C:2]1[CH:7]=[CH:6][CH:5]=[CH:4][CH:3]=1.[Al+3].[Cl-].[Cl-].[Cl-].[C:12](Cl)(=[O:15])[CH2:13][CH3:14]. The catalyst is Cl. The product is [Br:1][C:2]1[CH:7]=[CH:6][C:5]([C:12](=[O:15])[CH2:13][CH3:14])=[CH:4][CH:3]=1. The yield is 0.880. (2) The reactants are [CH3:1][N:2]1[C:6]([C:7]2[S:16][C:10]3[N:11]=[CH:12][N:13]=[C:14]([NH2:15])[C:9]=3[CH:8]=2)=[C:5]([C:17]2[CH:22]=[CH:21][CH:20]=[CH:19][CH:18]=2)[N:4]=[CH:3]1.[CH3:23][C:24](N(C)C)=[O:25].CCN(C(C)C)C(C)C.C(OC(=O)C)(=O)C. The catalyst is O. The product is [CH3:1][N:2]1[C:6]([C:7]2[S:16][C:10]3[N:11]=[CH:12][N:13]=[C:14]([NH:15][C:24](=[O:25])[CH3:23])[C:9]=3[CH:8]=2)=[C:5]([C:17]2[CH:18]=[CH:19][CH:20]=[CH:21][CH:22]=2)[N:4]=[CH:3]1. The yield is 0.760. (3) The reactants are Cl[C:2]1[N:11]=[CH:10][C:9]([F:12])=[CH:8][C:3]=1[C:4]([O:6][CH3:7])=[O:5].[CH3:13]B(O)O.C(=O)([O-])[O-].[K+].[K+]. The catalyst is O1CCOCC1. The product is [F:12][C:9]1[CH:10]=[N:11][C:2]([CH3:13])=[C:3]([CH:8]=1)[C:4]([O:6][CH3:7])=[O:5]. The yield is 0.640. (4) The reactants are [CH2:1]([C:5]1[N:10]2[N:11]=[CH:12][N:13]=[C:9]2[N:8]([CH:14]2[CH2:19][CH2:18][C:17](=[O:20])[CH2:16][CH2:15]2)[C:7](=[O:21])[C:6]=1[CH2:22][C:23]1[CH:28]=[CH:27][C:26]([C:29]2[C:30]([C:35]#[N:36])=[CH:31][CH:32]=[CH:33][CH:34]=2)=[CH:25][CH:24]=1)[CH2:2][CH2:3][CH3:4].[CH3:37][CH:38]([CH:41]([CH3:43])[OH:42])CO. The catalyst is O.C1(C)C=CC(S(O)(=O)=O)=CC=1.C1(C)C=CC=CC=1. The product is [CH2:1]([C:5]1[N:10]2[N:11]=[CH:12][N:13]=[C:9]2[N:8]([CH:14]2[CH2:15][CH2:16][C:17]3([O:42][CH:41]([CH3:43])[CH:38]([CH3:37])[O:20]3)[CH2:18][CH2:19]2)[C:7](=[O:21])[C:6]=1[CH2:22][C:23]1[CH:28]=[CH:27][C:26]([C:29]2[C:30]([C:35]#[N:36])=[CH:31][CH:32]=[CH:33][CH:34]=2)=[CH:25][CH:24]=1)[CH2:2][CH2:3][CH3:4]. The yield is 1.00. (5) The product is [CH3:19][O:18][C:16](=[O:17])[C:15]([C:13]#[N:14])=[C:2]([C:4]1[CH:9]=[CH:8][C:7]([F:10])=[CH:6][C:5]=1[O:11][CH3:12])[CH3:1]. The reactants are [CH3:1][C:2]([C:4]1[CH:9]=[CH:8][C:7]([F:10])=[CH:6][C:5]=1[O:11][CH3:12])=O.[C:13]([CH2:15][C:16]([O:18][CH3:19])=[O:17])#[N:14].C(N)C1C=CC=CC=1.C(O)(=O)C. The yield is 0.950. The catalyst is C1(C)C=CC=CC=1.